From a dataset of Reaction yield outcomes from USPTO patents with 853,638 reactions. Predict the reaction yield, written as a fraction of the theoretical maximum amount of product (1.0 means a 100% yield; for example, 0.34 means a 34% yield). (1) The reactants are [C:1]([C:5]1[C:13]2[C:8](=[CH:9][CH:10]=[C:11]([N+:14]([O-])=O)[CH:12]=2)[NH:7][CH:6]=1)([CH3:4])([CH3:3])[CH3:2]. The catalyst is CO.[Ni]. The product is [C:1]([C:5]1[C:13]2[C:8](=[CH:9][CH:10]=[C:11]([NH2:14])[CH:12]=2)[NH:7][CH:6]=1)([CH3:4])([CH3:2])[CH3:3]. The yield is 0.190. (2) The product is [O:1]1[C:10]2[C:5](=[CH:6][CH:7]=[CH:8][CH:9]=2)[CH:4]([O:11][C:12]2[C:20]3[N:19]=[C:18]([CH3:21])[N:17]([CH3:22])[C:16]=3[CH:15]=[C:14]([C:23]([N:30]3[CH2:31][CH2:32][N:27]([CH3:26])[CH2:28][CH2:29]3)=[O:25])[CH:13]=2)[CH2:3][CH2:2]1. The reactants are [O:1]1[C:10]2[C:5](=[CH:6][CH:7]=[CH:8][CH:9]=2)[CH:4]([O:11][C:12]2[C:20]3[N:19]=[C:18]([CH3:21])[N:17]([CH3:22])[C:16]=3[CH:15]=[C:14]([C:23]([OH:25])=O)[CH:13]=2)[CH2:3][CH2:2]1.[CH3:26][N:27]1[CH2:32][CH2:31][NH:30][CH2:29][CH2:28]1. The yield is 0.340. No catalyst specified. (3) The reactants are [F:1][C:2]1[CH:10]=[CH:9][C:5]([C:6](Cl)=[O:7])=[CH:4][CH:3]=1.[NH2:11][C:12]1[CH:13]=[C:14]([CH:30]=[CH:31][CH:32]=1)[CH2:15][NH:16][C:17]1[C:26]2[C:21](=[C:22]([C:27]([NH2:29])=[O:28])[CH:23]=[CH:24][CH:25]=2)[N:20]=[CH:19][N:18]=1.C(N(CC)CC)C.CCOCC. The catalyst is C(Cl)Cl. The product is [F:1][C:2]1[CH:10]=[CH:9][C:5]([C:6]([NH:11][C:12]2[CH:13]=[C:14]([CH:30]=[CH:31][CH:32]=2)[CH2:15][NH:16][C:17]2[C:26]3[C:21](=[C:22]([C:27]([NH2:29])=[O:28])[CH:23]=[CH:24][CH:25]=3)[N:20]=[CH:19][N:18]=2)=[O:7])=[CH:4][CH:3]=1. The yield is 0.770.